Predict the reactants needed to synthesize the given product. From a dataset of Full USPTO retrosynthesis dataset with 1.9M reactions from patents (1976-2016). Given the product [CH:1]1([S:6]([C:9]2[CH:10]=[C:11]([C:22]([NH:34][C@@H:32]([C:29]3[CH:28]=[N:27][C:26]([CH3:25])=[N:31][CH:30]=3)[CH3:33])=[O:24])[CH:12]=[C:13]([C:15]3[CH:16]=[CH:17][C:18]([CH3:21])=[CH:19][CH:20]=3)[CH:14]=2)(=[O:7])=[O:8])[CH2:2][CH2:3][CH2:4][CH2:5]1, predict the reactants needed to synthesize it. The reactants are: [CH:1]1([S:6]([C:9]2[CH:10]=[C:11]([C:22]([OH:24])=O)[CH:12]=[C:13]([C:15]3[CH:20]=[CH:19][C:18]([CH3:21])=[CH:17][CH:16]=3)[CH:14]=2)(=[O:8])=[O:7])[CH2:5][CH2:4][CH2:3][CH2:2]1.[CH3:25][C:26]1[N:31]=[CH:30][C:29]([C@H:32]([NH2:34])[CH3:33])=[CH:28][N:27]=1.F[P-](F)(F)(F)(F)F.C[N+](C)=C(N(C)C)ON1C2N=CC=CC=2N=N1.C(N(CC)C(C)C)(C)C.